This data is from Reaction yield outcomes from USPTO patents with 853,638 reactions. The task is: Predict the reaction yield, written as a fraction of the theoretical maximum amount of product (1.0 means a 100% yield; for example, 0.34 means a 34% yield). (1) The reactants are [C:1]([O:5][C:6](=[O:15])[NH:7][C:8]1[CH:13]=[CH:12][CH:11]=[CH:10][C:9]=1[F:14])([CH3:4])([CH3:3])[CH3:2].C([Li])(C)(C)C.[I:21]I.[Cl-].[NH4+]. The catalyst is C1COCC1. The product is [C:1]([O:5][C:6](=[O:15])[NH:7][C:8]1[C:13]([I:21])=[CH:12][CH:11]=[CH:10][C:9]=1[F:14])([CH3:4])([CH3:2])[CH3:3]. The yield is 0.650. (2) The reactants are Br[C:2]1[CH:7]=[C:6]([O:8][CH3:9])[CH:5]=[CH:4][N:3]=1.[CH:10]([C:12]1[CH:13]=[C:14](B(O)O)[CH:15]=[CH:16][CH:17]=1)=[O:11]. No catalyst specified. The product is [CH3:9][O:8][C:6]1[CH:5]=[CH:4][N:3]=[C:2]([C:16]2[CH:17]=[C:12]([CH:13]=[CH:14][CH:15]=2)[CH:10]=[O:11])[CH:7]=1. The yield is 0.500. (3) The product is [CH3:13][O:14][C:15]1[CH:16]=[CH:17][C:18]([C:21]([CH:23]2[CH2:28][CH2:27][N:26]([CH:7]3[CH2:6][CH2:5][CH2:4][NH:3][C:2]3=[O:1])[CH2:25][CH2:24]2)=[O:22])=[CH:19][CH:20]=1. The reactants are [O:1]=[C:2]1[CH:7](OS(C)(=O)=O)[CH2:6][CH2:5][CH2:4][NH:3]1.[CH3:13][O:14][C:15]1[CH:20]=[CH:19][C:18]([C:21]([CH:23]2[CH2:28][CH2:27][NH:26][CH2:25][CH2:24]2)=[O:22])=[CH:17][CH:16]=1.C(N(C(C)C)CC)(C)C. The yield is 0.347. The catalyst is C(#N)C. (4) The reactants are O1[C:5]2([CH2:10][CH2:9][CH:8]([N:11]3[C:16](=[O:17])[C:15]([CH2:18][C:19]4[CH:24]=[CH:23][C:22]([C:25]5[CH:30]=[CH:29][CH:28]=[CH:27][C:26]=5[C:31]5[NH:35][C:34](=[O:36])[O:33][N:32]=5)=[CH:21][C:20]=4[F:37])=[C:14]([CH2:38][CH2:39][CH3:40])[N:13]4[N:41]=[C:42]([CH3:44])[N:43]=[C:12]34)[CH2:7][CH2:6]2)[O:4]CC1.Cl.C(=O)([O-])O.[Na+]. The catalyst is O1CCCC1. The product is [F:37][C:20]1[CH:21]=[C:22]([C:25]2[CH:30]=[CH:29][CH:28]=[CH:27][C:26]=2[C:31]2[NH:35][C:34](=[O:36])[O:33][N:32]=2)[CH:23]=[CH:24][C:19]=1[CH2:18][C:15]1[C:16](=[O:17])[N:11]([CH:8]2[CH2:9][CH2:10][C:5](=[O:4])[CH2:6][CH2:7]2)[C:12]2[N:13]([N:41]=[C:42]([CH3:44])[N:43]=2)[C:14]=1[CH2:38][CH2:39][CH3:40]. The yield is 0.740. (5) The reactants are [Br:1][C:2]1[CH:8]=[CH:7][C:5]([NH2:6])=[C:4]([N+:9]([O-:11])=[O:10])[C:3]=1[F:12].C(N(CC)CC)C.[F:20][C:21]([F:32])([F:31])[C:22](O[C:22](=[O:23])[C:21]([F:32])([F:31])[F:20])=[O:23]. The catalyst is C(Cl)Cl.[Cl-].[Na+].O. The product is [Br:1][C:2]1[CH:8]=[CH:7][C:5]([NH:6][C:22](=[O:23])[C:21]([F:32])([F:31])[F:20])=[C:4]([N+:9]([O-:11])=[O:10])[C:3]=1[F:12]. The yield is 0.940. (6) The reactants are [Cl:1][C:2]1[CH:7]=[CH:6][CH:5]=[C:4]([Cl:8])[C:3]=1[NH:9][C:10]1[NH:11][C:12]2[C:21]3[C:20](=[O:22])[NH:19][CH:18](O)[C:17](C)([CH3:24])[C:16]=3[CH:15]=[CH:14][C:13]=2[N:26]=1.[C:27]([O-])(O)=O.[Na+]. The catalyst is OS(O)(=O)=O. The product is [Cl:8][C:4]1[CH:5]=[CH:6][CH:7]=[C:2]([Cl:1])[C:3]=1[NH:9][C:10]1[NH:11][C:12]2[C:21]3[C:20](=[O:22])[NH:19][C:18]([CH3:27])=[C:17]([CH3:24])[C:16]=3[CH:15]=[CH:14][C:13]=2[N:26]=1. The yield is 0.840.